The task is: Regression. Given a peptide amino acid sequence and an MHC pseudo amino acid sequence, predict their binding affinity value. This is MHC class II binding data.. This data is from Peptide-MHC class II binding affinity with 134,281 pairs from IEDB. (1) The MHC is HLA-DPA10103-DPB10401 with pseudo-sequence HLA-DPA10103-DPB10401. The binding affinity (normalized) is 0.137. The peptide sequence is KMMGVPLQCSA. (2) The peptide sequence is FERLAITKGKVDPTD. The MHC is DRB1_1302 with pseudo-sequence DRB1_1302. The binding affinity (normalized) is 0.306. (3) The peptide sequence is QQGVTVDSIGML. The MHC is DRB3_0101 with pseudo-sequence DRB3_0101. The binding affinity (normalized) is 0.486. (4) The MHC is HLA-DQA10501-DQB10201 with pseudo-sequence HLA-DQA10501-DQB10201. The peptide sequence is SCWAFSGVAATESAY. The binding affinity (normalized) is 0.582. (5) The peptide sequence is GGESFGIVVAWKVRL. The MHC is HLA-DQA10104-DQB10503 with pseudo-sequence HLA-DQA10104-DQB10503. The binding affinity (normalized) is 0.603. (6) The peptide sequence is VFKEKVDTRAKDPPA. The MHC is HLA-DQA10303-DQB10402 with pseudo-sequence HLA-DQA10303-DQB10402. The binding affinity (normalized) is 0. (7) The peptide sequence is DNIFIPSVITKSGKK. The MHC is H-2-IAb with pseudo-sequence H-2-IAb. The binding affinity (normalized) is 0.463.